Dataset: Reaction yield outcomes from USPTO patents with 853,638 reactions. Task: Predict the reaction yield, written as a fraction of the theoretical maximum amount of product (1.0 means a 100% yield; for example, 0.34 means a 34% yield). (1) The reactants are [N:1]1([CH2:6][CH2:7][O:8][C:9]2[CH:14]=[CH:13][C:12]([NH2:15])=[CH:11][CH:10]=2)[CH2:5][CH2:4][CH2:3][CH2:2]1.O[CH:17]=[C:18]1[C:26]2[C:21](=[CH:22][CH:23]=[CH:24][CH:25]=2)[NH:20][C:19]1=[O:27]. No catalyst specified. The product is [N:1]1([CH2:6][CH2:7][O:8][C:9]2[CH:10]=[CH:11][C:12]([NH:15][CH:17]=[C:18]3[C:26]4[C:21](=[CH:22][CH:23]=[CH:24][CH:25]=4)[NH:20][C:19]3=[O:27])=[CH:13][CH:14]=2)[CH2:5][CH2:4][CH2:3][CH2:2]1. The yield is 0.640. (2) The reactants are C([O:5][C:6](=[O:22])[CH2:7][C@@H:8]([CH2:19][CH2:20][CH3:21])[C:9]([O:11][CH2:12][C:13]1[CH:18]=[CH:17][CH:16]=[CH:15][CH:14]=1)=[O:10])(C)(C)C.FC(F)(F)C(O)=O. The catalyst is C(Cl)Cl. The product is [CH2:12]([O:11][C:9](=[O:10])[C@H:8]([CH2:19][CH2:20][CH3:21])[CH2:7][C:6]([OH:22])=[O:5])[C:13]1[CH:18]=[CH:17][CH:16]=[CH:15][CH:14]=1. The yield is 0.990. (3) The product is [CH2:1]([N:3]([CH2:37][CH3:38])[CH2:4][CH2:5][CH2:6][NH:7][C:8]1[N:9]=[C:10]([C:27]2[C:28]([CH3:36])=[C:29]([CH:33]=[CH:34][CH:35]=2)[C:30]([NH:75][C:71]2[S:70][CH:74]=[CH:73][N:72]=2)=[O:32])[C:11]2[CH:17]=[CH:16][C:15](=[O:18])[N:14]([C:19]3[C:20]([F:26])=[CH:21][CH:22]=[CH:23][C:24]=3[F:25])[C:12]=2[N:13]=1)[CH3:2]. The reactants are [CH2:1]([N:3]([CH2:37][CH3:38])[CH2:4][CH2:5][CH2:6][NH:7][C:8]1[N:9]=[C:10]([C:27]2[C:28]([CH3:36])=[C:29]([CH:33]=[CH:34][CH:35]=2)[C:30]([OH:32])=O)[C:11]2[CH:17]=[CH:16][C:15](=[O:18])[N:14]([C:19]3[C:24]([F:25])=[CH:23][CH:22]=[CH:21][C:20]=3[F:26])[C:12]=2[N:13]=1)[CH3:2].CN(C(ON1N=NC2C=CC=CC1=2)=[N+](C)C)C.F[P-](F)(F)(F)(F)F.C(N(CC)CC)C.[S:70]1[CH:74]=[CH:73][N:72]=[C:71]1[NH2:75]. The catalyst is CN(C=O)C. The yield is 0.300. (4) The yield is 0.710. The product is [CH3:20][N:17]1[CH2:18][CH2:19][C:14]2[S:13][C:12]([C:9]3[CH:10]=[CH:11][C:6]([O:5][CH2:4][CH2:3][CH2:2][N:32]4[CH2:33][CH2:34][CH2:35][CH:31]4[CH3:30])=[CH:7][CH:8]=3)=[N:21][C:15]=2[CH2:16]1. The reactants are Cl[CH2:2][CH2:3][CH2:4][O:5][C:6]1[CH:11]=[CH:10][C:9]([C:12]2[S:13][C:14]3[CH2:19][CH2:18][N:17]([CH3:20])[CH2:16][C:15]=3[N:21]=2)=[CH:8][CH:7]=1.C(=O)([O-])[O-].[K+].[K+].[I-].[Na+].[CH3:30][CH:31]1[CH2:35][CH2:34][CH2:33][NH:32]1. The catalyst is C(#N)C. (5) The reactants are [F:1][C:2]1[CH:22]=[CH:21][C:5]([CH2:6][NH:7][C@H:8]2[CH:14]3[CH2:15][CH2:16][CH:10]([CH:11]4[CH:13]3[CH2:12]4)[C@H:9]2[C:17](OC)=[O:18])=[CH:4][CH:3]=1.[CH3:23][S:24]([NH:27][C:28]1[CH:43]=[CH:42][C:31]2[NH:32][C:33]([CH2:38][C:39](O)=[O:40])=[N:34][S:35](=[O:37])(=[O:36])[C:30]=2[CH:29]=1)(=[O:26])=[O:25].CN1CCOCC1.Cl.CN(C)CCCN=C=NCC.C(N(CC)CC)C. The catalyst is CN(C)C=O.C(OCC)(=O)C. The product is [F:1][C:2]1[CH:3]=[CH:4][C:5]([CH2:6][N:7]2[C:39](=[O:40])[C:38]([C:33]3[NH:32][C:31]4[CH:42]=[CH:43][C:28]([NH:27][S:24]([CH3:23])(=[O:26])=[O:25])=[CH:29][C:30]=4[S:35](=[O:37])(=[O:36])[N:34]=3)=[C:17]([OH:18])[C@H:9]3[C@@H:8]2[CH:14]2[CH2:15][CH2:16][CH:10]3[CH:11]3[CH:13]2[CH2:12]3)=[CH:21][CH:22]=1. The yield is 0.800. (6) The reactants are [Br:1][C:2]1[CH:7]=[CH:6][C:5]([C:8]2[CH:16]=[CH:15][CH:14]=[C:13]3[C:9]=2[CH2:10][C:11](=[O:17])[NH:12]3)=[CH:4][CH:3]=1.[CH:18]([N:21]([CH:36]([CH3:38])[CH3:37])[CH2:22][CH2:23][NH:24][C:25]([C:27]1[C:31]([CH3:32])=[C:30]([CH:33]=O)[NH:29][C:28]=1[CH3:35])=[O:26])([CH3:20])[CH3:19]. The catalyst is C(O)C.N1CCCCC1. The product is [CH:36]([N:21]([CH:18]([CH3:20])[CH3:19])[CH2:22][CH2:23][NH:24][C:25]([C:27]1[C:31]([CH3:32])=[C:30]([CH:33]=[C:10]2[C:9]3[C:13](=[CH:14][CH:15]=[CH:16][C:8]=3[C:5]3[CH:4]=[CH:3][C:2]([Br:1])=[CH:7][CH:6]=3)[NH:12][C:11]2=[O:17])[NH:29][C:28]=1[CH3:35])=[O:26])([CH3:37])[CH3:38]. The yield is 0.280. (7) The reactants are [C:1]1([C:7]2[CH:12]=[CH:11][N:10]=[C:9]([C:13]#[N:14])[CH:8]=2)[CH:6]=[CH:5][CH:4]=[CH:3][CH:2]=1.[Cl-:15].[NH4+:16]. The catalyst is C[O-].[Na+].CO. The product is [ClH:15].[C:1]1([C:7]2[CH:12]=[CH:11][N:10]=[C:9]([C:13]([NH2:16])=[NH:14])[CH:8]=2)[CH:2]=[CH:3][CH:4]=[CH:5][CH:6]=1. The yield is 0.900. (8) The reactants are [Cl:1][C:2]1[C:7]([C:8]([F:11])([F:10])[F:9])=[CH:6][C:5]([NH:12][C:13]2[N:17]=[C:16]([N:18](CC3C=CC(OC)=CC=3)CC3C=CC(OC)=CC=3)[N:15](CC3C=CC(OC)=CC=3)[N:14]=2)=[CH:4][CH:3]=1.C(O)(C(F)(F)F)=O. No catalyst specified. The product is [Cl:1][C:2]1[CH:3]=[CH:4][C:5]([NH:12][C:13]2[N:17]=[C:16]([NH2:18])[NH:15][N:14]=2)=[CH:6][C:7]=1[C:8]([F:9])([F:10])[F:11]. The yield is 0.260. (9) The reactants are [OH:1][NH:2][C:3]([C:5]1[CH:10]=[CH:9][C:8]([C:11]([F:14])([F:13])[F:12])=[CH:7][N:6]=1)=[NH:4].[F:15][C:16]1[CH:24]=[C:20]([C:21](O)=O)[C:19]([OH:25])=[CH:18][CH:17]=1. No catalyst specified. The product is [F:15][C:16]1[CH:17]=[CH:18][C:19]([OH:25])=[C:20]([C:21]2[O:1][N:2]=[C:3]([C:5]3[CH:10]=[CH:9][C:8]([C:11]([F:12])([F:13])[F:14])=[CH:7][N:6]=3)[N:4]=2)[CH:24]=1. The yield is 0.130.